From a dataset of Reaction yield outcomes from USPTO patents with 853,638 reactions. Predict the reaction yield, written as a fraction of the theoretical maximum amount of product (1.0 means a 100% yield; for example, 0.34 means a 34% yield). The reactants are [Cl:1][C:2]1[CH:3]=[C:4]([CH:6]=[CH:7][C:8]=1[O:9][C:10]1[C:19]2[C:14](=[CH:15][C:16]([O:22][CH3:23])=[C:17]([O:20][CH3:21])[CH:18]=2)[N:13]=[CH:12][CH:11]=1)[NH2:5].C(N(CC)CC)C.ClC(Cl)(O[C:35](=[O:41])OC(Cl)(Cl)Cl)Cl.[CH2:43]([N:45]([CH2:49][CH3:50])[CH2:46][CH2:47][NH2:48])[CH3:44]. The catalyst is C(Cl)(Cl)Cl.O. The product is [Cl:1][C:2]1[CH:3]=[C:4]([NH:5][C:35]([NH:48][CH2:47][CH2:46][N:45]([CH2:49][CH3:50])[CH2:43][CH3:44])=[O:41])[CH:6]=[CH:7][C:8]=1[O:9][C:10]1[C:19]2[C:14](=[CH:15][C:16]([O:22][CH3:23])=[C:17]([O:20][CH3:21])[CH:18]=2)[N:13]=[CH:12][CH:11]=1. The yield is 0.410.